From a dataset of Full USPTO retrosynthesis dataset with 1.9M reactions from patents (1976-2016). Predict the reactants needed to synthesize the given product. (1) Given the product [C:14]1([C@H:15]2[N:1]3[C:5](=[O:6])[CH2:4][CH2:3][C@@H:2]3[CH2:7][O:9]2)[CH:5]=[CH:4][CH:3]=[CH:2][CH:7]=1, predict the reactants needed to synthesize it. The reactants are: [NH:1]1[C:5](=[O:6])[CH2:4][CH2:3][C@@H:2]1[C:7]([OH:9])=O.C(O[C:14](=O)[CH3:15])(=O)C. (2) Given the product [CH3:29][O:28][CH2:27][O:26][C:15]1[CH:14]=[C:13]([CH:12]=[C:11]([O:10][CH2:9][O:8][CH3:7])[C:16]=1[CH2:17]/[CH:18]=[CH:19]/[C:20]1[CH:21]=[CH:22][CH:23]=[CH:24][CH:25]=1)[CH:30]=[O:31], predict the reactants needed to synthesize it. The reactants are: N1C=CC=CC=1.[CH3:7][O:8][CH2:9][O:10][C:11]1[CH:12]=[C:13]([CH2:30][OH:31])[CH:14]=[C:15]([O:26][CH2:27][O:28][CH3:29])[C:16]=1[CH2:17]/[CH:18]=[CH:19]/[C:20]1[CH:25]=[CH:24][CH:23]=[CH:22][CH:21]=1. (3) Given the product [S:32]1[C:33]2[CH:38]=[CH:37][CH:36]=[CH:35][C:34]=2[C:30]([N:24]2[CH2:25][CH2:26][N:27]([CH2:8][CH2:9][CH2:10][C:11]3[CH:12]=[C:13]4[C:18](=[CH:19][CH:20]=3)[NH:17][C:16](=[O:21])[CH2:15][CH:14]4[CH3:22])[CH2:28][CH2:29]2)=[N:31]1, predict the reactants needed to synthesize it. The reactants are: C(=O)([O-])[O-].[Na+].[Na+].Cl[CH2:8][CH2:9][CH2:10][C:11]1[CH:12]=[C:13]2[C:18](=[CH:19][CH:20]=1)[NH:17][C:16](=[O:21])[CH2:15][CH:14]2[CH3:22].Cl.[N:24]1([C:30]2[C:34]3[CH:35]=[CH:36][CH:37]=[CH:38][C:33]=3[S:32][N:31]=2)[CH2:29][CH2:28][NH:27][CH2:26][CH2:25]1.